The task is: Regression. Given a peptide amino acid sequence and an MHC pseudo amino acid sequence, predict their binding affinity value. This is MHC class I binding data.. This data is from Peptide-MHC class I binding affinity with 185,985 pairs from IEDB/IMGT. (1) The binding affinity (normalized) is 0.0847. The MHC is HLA-B07:02 with pseudo-sequence HLA-B07:02. The peptide sequence is NTIEELSGY. (2) The peptide sequence is SLLVPFVQWF. The MHC is Patr-A0701 with pseudo-sequence Patr-A0701. The binding affinity (normalized) is 0.394.